Dataset: Reaction yield outcomes from USPTO patents with 853,638 reactions. Task: Predict the reaction yield, written as a fraction of the theoretical maximum amount of product (1.0 means a 100% yield; for example, 0.34 means a 34% yield). (1) The reactants are [CH3:1][N:2]([CH3:18])[CH:3]1[CH2:8][CH2:7][CH2:6][N:5]([C:9]2[CH:14]=[CH:13][C:12]([N+:15]([O-])=O)=[CH:11][CH:10]=2)[CH2:4]1.[H][H]. The catalyst is C(O)C.[Pd]. The product is [NH2:15][C:12]1[CH:13]=[CH:14][C:9]([N:5]2[CH2:6][CH2:7][CH2:8][CH:3]([N:2]([CH3:18])[CH3:1])[CH2:4]2)=[CH:10][CH:11]=1. The yield is 0.810. (2) The reactants are [N+:1]([C:4]1[CH:12]=[CH:11][C:7]([C:8]([OH:10])=[O:9])=[CH:6][CH:5]=1)([O-:3])=[O:2].[C:13]([O:17][CH3:18])(=[O:16])[C:14]#[CH:15].CN1CCOCC1. The catalyst is C(#N)C. The product is [N+:1]([C:4]1[CH:5]=[CH:6][C:7]([C:8]([O:10][CH:15]=[CH:14][C:13]([O:17][CH3:18])=[O:16])=[O:9])=[CH:11][CH:12]=1)([O-:3])=[O:2]. The yield is 0.839. (3) The reactants are Cl.[CH3:2][O:3][CH2:4][CH2:5][O:6][C:7]1[CH:12]=[CH:11][C:10](/[CH:13]=[CH:14]/[C:15]([NH:17][S:18]([CH2:21][CH2:22][CH2:23][CH2:24][CH3:25])(=[O:20])=[O:19])=[O:16])=[C:9]([O:26][CH:27]2[CH2:32][CH2:31][NH:30][CH2:29][CH2:28]2)[CH:8]=1.[C:33](Cl)(=[O:40])[C:34]1[CH:39]=[CH:38][CH:37]=[CH:36][CH:35]=1.C(N(CC)CC)C. The catalyst is N1C=CC=CC=1. The product is [C:33]([N:30]1[CH2:29][CH2:28][CH:27]([O:26][C:9]2[CH:8]=[C:7]([O:6][CH2:5][CH2:4][O:3][CH3:2])[CH:12]=[CH:11][C:10]=2/[CH:13]=[CH:14]/[C:15]([NH:17][S:18]([CH2:21][CH2:22][CH2:23][CH2:24][CH3:25])(=[O:19])=[O:20])=[O:16])[CH2:32][CH2:31]1)(=[O:40])[C:34]1[CH:39]=[CH:38][CH:37]=[CH:36][CH:35]=1. The yield is 0.750. (4) The reactants are [Cl:1][C:2]1[CH:7]=[C:6](Br)[CH:5]=[CH:4][N:3]=1.[CH3:9][NH:10][C@@H:11]1[CH2:15][CH2:14][NH:13][CH2:12]1.CC(C)([O-])C.[Na+].C1(P(C2C=CC=CC=2)C2C3OC4C(=CC=CC=4P(C4C=CC=CC=4)C4C=CC=CC=4)C(C)(C)C=3C=CC=2)C=CC=CC=1. The catalyst is C1(C)C=CC=CC=1.O.C1C=CC(/C=C/C(/C=C/C2C=CC=CC=2)=O)=CC=1.C1C=CC(/C=C/C(/C=C/C2C=CC=CC=2)=O)=CC=1.C1C=CC(/C=C/C(/C=C/C2C=CC=CC=2)=O)=CC=1.[Pd].[Pd]. The product is [Cl:1][C:2]1[CH:7]=[C:6]([N:13]2[CH2:14][CH2:15][C@@H:11]([NH:10][CH3:9])[CH2:12]2)[CH:5]=[CH:4][N:3]=1. The yield is 0.300. (5) The reactants are [Br:1][C:2]1[CH:3]=[CH:4][C:5]([SH:11])=[C:6]([CH:10]=1)[C:7]([OH:9])=O.[C:12]([C:14]1[CH:19]=[CH:18][CH:17]=[CH:16][N:15]=1)#[N:13]. The catalyst is N1C=CC=CC=1. The product is [Br:1][C:2]1[CH:3]=[CH:4][C:5]2[S:11][C:12]([C:14]3[CH:19]=[CH:18][CH:17]=[CH:16][N:15]=3)=[N:13][C:7](=[O:9])[C:6]=2[CH:10]=1. The yield is 0.450. (6) The reactants are Cl[C:2]1[CH:7]=[CH:6][N:5]=[C:4]([C:8]#[N:9])[CH:3]=1.[CH3:10][NH:11][C:12]1[CH:17]=[CH:16][C:15]([OH:18])=[CH:14][C:13]=1[N+:19]([O-:21])=[O:20].C([O-])([O-])=O.[K+].[K+].O. The catalyst is CS(C)=O. The product is [CH3:10][NH:11][C:12]1[CH:17]=[CH:16][C:15]([O:18][C:2]2[CH:7]=[CH:6][N:5]=[C:4]([C:8]#[N:9])[CH:3]=2)=[CH:14][C:13]=1[N+:19]([O-:21])=[O:20]. The yield is 0.760. (7) The reactants are CC(C)([O-])C.[Na+].[CH:7]([C:10]1[CH:15]=[CH:14][C:13]([SH:16])=[CH:12][CH:11]=1)([CH3:9])[CH3:8].[CH3:17][O:18][C:19](=[O:35])[C:20]1[CH:25]=[C:24]([S:26](=[O:32])(=[O:31])[NH:27][CH2:28][CH2:29]Br)[CH:23]=[C:22]([CH3:33])[C:21]=1[CH3:34]. The catalyst is O1CCCC1.C(OCC)(=O)C. The product is [CH3:17][O:18][C:19](=[O:35])[C:20]1[CH:25]=[C:24]([S:26](=[O:31])(=[O:32])[NH:27][CH2:28][CH2:29][S:16][C:13]2[CH:14]=[CH:15][C:10]([CH:7]([CH3:9])[CH3:8])=[CH:11][CH:12]=2)[CH:23]=[C:22]([CH3:33])[C:21]=1[CH3:34]. The yield is 0.350. (8) The reactants are Cl.[NH2:2][CH2:3][CH2:4][C:5]([O:7][CH2:8][CH3:9])=[O:6].C(N(CC)CC)C.FC(F)(F)S(O[Si:23]([CH3:26])([CH3:25])[CH3:24])(=O)=O. The catalyst is C1(C)C=CC=CC=1. The product is [CH3:24][Si:23]([N:2]([Si:23]([CH3:26])([CH3:25])[CH3:24])[CH2:3][CH2:4][C:5]([O:7][CH2:8][CH3:9])=[O:6])([CH3:26])[CH3:25]. The yield is 0.900. (9) The reactants are [CH3:1][O:2][C:3](=[O:23])[CH:4]([C@@H:6]1[C:14]2[C:9](=[CH:10][CH:11]=[CH:12][CH:13]=2)[CH2:8][C@H:7]1[NH:15]C(OC(C)(C)C)=O)[CH3:5].[ClH:24]. No catalyst specified. The product is [ClH:24].[CH3:1][O:2][C:3](=[O:23])[CH:4]([C@@H:6]1[C:14]2[C:9](=[CH:10][CH:11]=[CH:12][CH:13]=2)[CH2:8][C@H:7]1[NH2:15])[CH3:5]. The yield is 1.00. (10) The reactants are [Cl:1][C:2]1[CH:7]=[CH:6][C:5]([CH3:8])=[CH:4][C:3]=1[OH:9].CI.[C:12]([O-])([O-])=O.[K+].[K+]. The catalyst is CC#N. The product is [Cl:1][C:2]1[CH:7]=[CH:6][C:5]([CH3:8])=[CH:4][C:3]=1[O:9][CH3:12]. The yield is 0.890.